From a dataset of Catalyst prediction with 721,799 reactions and 888 catalyst types from USPTO. Predict which catalyst facilitates the given reaction. (1) Reactant: [CH:1]1([NH:4][C:5](=[O:24])[C:6]2[CH:11]=[CH:10][C:9]([CH3:12])=[C:8]([C:13]3[CH:14]=[C:15]4[C:20](=[CH:21][CH:22]=3)[C:19](=[O:23])[NH:18][CH:17]=[CH:16]4)[CH:7]=2)[CH2:3][CH2:2]1.C(=O)([O-])[O-].[K+].[K+].Br[CH2:32][CH:33]1[CH2:35][CH2:34]1. Product: [CH:1]1([NH:4][C:5](=[O:24])[C:6]2[CH:11]=[CH:10][C:9]([CH3:12])=[C:8]([C:13]3[CH:14]=[C:15]4[C:20](=[CH:21][CH:22]=3)[C:19](=[O:23])[N:18]([CH2:32][CH:33]3[CH2:35][CH2:34]3)[CH:17]=[CH:16]4)[CH:7]=2)[CH2:2][CH2:3]1. The catalyst class is: 3. (2) Reactant: [CH3:1][C:2]1[N:7]=[C:6]2[NH:8][CH:9]=[CH:10][C:5]2=[C:4]([C:11]2[CH:16]=[CH:15][C:14]([CH3:17])=[CH:13][CH:12]=2)[C:3]=1[C:18]([O:20][CH3:21])=[O:19].C(=O)([O-])[O-].[Cs+].[Cs+].[Cl:28][C:29]1[CH:36]=[CH:35][C:32]([CH2:33]Br)=[C:31]([F:37])[CH:30]=1.[NH4+].[Cl-]. Product: [Cl:28][C:29]1[CH:36]=[CH:35][C:32]([CH2:33][N:8]2[C:6]3=[N:7][C:2]([CH3:1])=[C:3]([C:18]([O:20][CH3:21])=[O:19])[C:4]([C:11]4[CH:12]=[CH:13][C:14]([CH3:17])=[CH:15][CH:16]=4)=[C:5]3[CH:10]=[CH:9]2)=[C:31]([F:37])[CH:30]=1. The catalyst class is: 508.